Dataset: Reaction yield outcomes from USPTO patents with 853,638 reactions. Task: Predict the reaction yield, written as a fraction of the theoretical maximum amount of product (1.0 means a 100% yield; for example, 0.34 means a 34% yield). (1) The reactants are [H-].[Na+].[CH3:3][O:4][C:5](=[O:23])[CH:6]([NH:15][C:16]([O:18][C:19]([CH3:22])([CH3:21])[CH3:20])=[O:17])[CH2:7][C:8]1[CH:13]=[CH:12][C:11](O)=[CH:10][CH:9]=1.F[C:25]1[CH:32]=[CH:31][C:28]([CH:29]=[O:30])=[CH:27][CH:26]=1.CN(C=[O:37])C. No catalyst specified. The product is [CH3:3][O:4][C:5](=[O:23])[CH:6]([NH:15][C:16]([O:18][C:19]([CH3:22])([CH3:21])[CH3:20])=[O:17])[CH2:7][C:8]1[CH:13]=[CH:12][CH:11]=[CH:10][C:9]=1[O:37][C:25]1[CH:32]=[CH:31][C:28]([CH:29]=[O:30])=[CH:27][CH:26]=1. The yield is 0.850. (2) The reactants are [F:1][C:2]1[CH:7]=[CH:6][C:5]([N+:8]([O-:10])=[O:9])=[C:4](F)[C:3]=1[CH:12]=[CH2:13].[CH2:14]([NH2:17])[CH:15]=[CH2:16].C(=O)([O-])[O-].[K+].[K+]. The catalyst is CN(C=O)C. The product is [CH2:14]([NH:17][C:4]1[C:5]([N+:8]([O-:10])=[O:9])=[CH:6][CH:7]=[C:2]([F:1])[C:3]=1[CH:12]=[CH2:13])[CH:15]=[CH2:16]. The yield is 0.790. (3) The reactants are [CH:1]([N:4]1[CH2:9][CH2:8][N:7]([C:10]([C:12]2[CH:13]=[C:14]3[C:18](=[CH:19][CH:20]=2)[NH:17][C:16]([C:21](N2CCN(S(C)(=O)=O)CC2)=[O:22])=[CH:15]3)=[O:11])[CH2:6][CH2:5]1)([CH3:3])[CH3:2].[CH3:33][N:34]([CH3:43])[C:35]([N:37]1[CH2:42][CH2:41][NH:40][CH2:39][CH2:38]1)=[O:36]. No catalyst specified. The product is [CH3:33][N:34]([CH3:43])[C:35]([N:37]1[CH2:38][CH2:39][N:40]([C:21]([C:16]2[NH:17][C:18]3[C:14]([CH:15]=2)=[CH:13][C:12]([C:10]([N:7]2[CH2:8][CH2:9][N:4]([CH:1]([CH3:3])[CH3:2])[CH2:5][CH2:6]2)=[O:11])=[CH:20][CH:19]=3)=[O:22])[CH2:41][CH2:42]1)=[O:36]. The yield is 0.590. (4) The reactants are Cl[C:2]1[CH:7]=[N:6][N:5]2[C:8]([CH:17]([CH:19]3[CH2:24][CH2:23][O:22][CH2:21][CH2:20]3)[CH3:18])=[C:9]([Cl:16])[C:10]([C:11]([O:13][CH2:14][CH3:15])=[O:12])=[C:4]2[CH:3]=1. The yield is 0.960. The product is [Cl:16][C:9]1[C:10]([C:11]([O:13][CH2:14][CH3:15])=[O:12])=[C:4]2[CH:3]=[CH:2][CH:7]=[N:6][N:5]2[C:8]=1[CH:17]([CH:19]1[CH2:24][CH2:23][O:22][CH2:21][CH2:20]1)[CH3:18]. The catalyst is C(OCC)(=O)C.[Pd]. (5) The reactants are Br[C:2]1[CH:7]=[CH:6][C:5]([C:8]2[CH:9]=[N:10][C:11]3[N:12]([N:14]=[CH:15][CH:16]=3)[CH:13]=2)=[CH:4][CH:3]=1.[CH3:17][C@H:18]1[NH:23][C@@H:22]([CH3:24])[CH2:21][N:20]([C:25]([O:27][C:28]([CH3:31])([CH3:30])[CH3:29])=[O:26])[CH2:19]1.CC([O-])(C)C.[Na+]. The catalyst is C1(C)C=CC=CC=1.C(P([Pd-2]P(C(C)(C)C)(C(C)(C)C)C(C)(C)C)(C(C)(C)C)C(C)(C)C)(C)(C)C. The product is [CH3:24][C@H:22]1[N:23]([C:2]2[CH:7]=[CH:6][C:5]([C:8]3[CH:9]=[N:10][C:11]4[N:12]([N:14]=[CH:15][CH:16]=4)[CH:13]=3)=[CH:4][CH:3]=2)[C@@H:18]([CH3:17])[CH2:19][N:20]([C:25]([O:27][C:28]([CH3:30])([CH3:29])[CH3:31])=[O:26])[CH2:21]1. The yield is 0.138. (6) The reactants are [CH3:1][C:2]([CH3:8])=[CH:3][C:4]([O:6][CH3:7])=[O:5].N1CCCCC1.[SH:15][CH2:16][CH2:17][C:18]([O:20][CH3:21])=[O:19].CCOCC. The catalyst is CO. The product is [CH3:7][O:6][C:4](=[O:5])[CH2:3][C:2]([S:15][CH2:16][CH2:17][C:18]([O:20][CH3:21])=[O:19])([CH3:8])[CH3:1]. The yield is 0.972. (7) The reactants are [CH2:1]([OH:4])[CH2:2][OH:3].[H-].[Na+].[Br:7][C:8]1[CH:13]=[CH:12][C:11]([CH2:14]Br)=[CH:10][CH:9]=1.O. The catalyst is C1COCC1.[N+](CCCC)(CCCC)(CCCC)CCCC.[I-].CCOC(C)=O. The product is [Br:7][C:8]1[CH:13]=[CH:12][C:11]([CH2:14][O:3][CH2:2][CH2:1][OH:4])=[CH:10][CH:9]=1. The yield is 0.400. (8) The reactants are [CH3:1][O:2][C:3]1[CH:8]=[C:7]([O:9][CH3:10])[C:6]([O:11][CH3:12])=[CH:5][C:4]=1[N+:13]([O-])=O. The catalyst is CCOC(C)=O.CCO.[Pd]. The product is [CH3:1][O:2][C:3]1[CH:8]=[C:7]([O:9][CH3:10])[C:6]([O:11][CH3:12])=[CH:5][C:4]=1[NH2:13]. The yield is 0.860. (9) The reactants are [Si](I)(C)(C)C.C[C@:7]([NH:35]C(OC(C)(C)C)=O)([CH2:11][S:12][CH2:13][C:14]1[CH:19]=[CH:18][C:17]([C:20]2[CH:25]=[CH:24][C:23]([N:26]3[C:34]4[C:29](=[CH:30][CH:31]=[CH:32][CH:33]=4)[CH:28]=[CH:27]3)=[CH:22][CH:21]=2)=[CH:16][CH:15]=1)[C:8]([O-:10])=[O:9].[C:43](=O)(O)[O-].[Na+]. The catalyst is C(Cl)Cl. The product is [CH3:43][O:10][C:8](=[O:9])[C@@H:7]([NH2:35])[CH2:11][S:12][CH2:13][C:14]1[CH:19]=[CH:18][C:17]([C:20]2[CH:25]=[CH:24][C:23]([N:26]3[C:34]4[C:29](=[CH:30][CH:31]=[CH:32][CH:33]=4)[CH:28]=[CH:27]3)=[CH:22][CH:21]=2)=[CH:16][CH:15]=1. The yield is 0.950.